Regression. Given two drug SMILES strings and cell line genomic features, predict the synergy score measuring deviation from expected non-interaction effect. From a dataset of NCI-60 drug combinations with 297,098 pairs across 59 cell lines. (1) Drug 1: C1=NC2=C(N=C(N=C2N1C3C(C(C(O3)CO)O)F)Cl)N. Drug 2: CC1CCCC2(C(O2)CC(NC(=O)CC(C(C(=O)C(C1O)C)(C)C)O)C(=CC3=CSC(=N3)C)C)C. Cell line: CAKI-1. Synergy scores: CSS=41.4, Synergy_ZIP=-5.44, Synergy_Bliss=-5.07, Synergy_Loewe=-5.29, Synergy_HSA=-3.53. (2) Drug 1: CN1C2=C(C=C(C=C2)N(CCCl)CCCl)N=C1CCCC(=O)O.Cl. Drug 2: COC1=C2C(=CC3=C1OC=C3)C=CC(=O)O2. Cell line: HOP-62. Synergy scores: CSS=-1.61, Synergy_ZIP=1.92, Synergy_Bliss=1.30, Synergy_Loewe=-1.09, Synergy_HSA=-1.41.